Dataset: NCI-60 drug combinations with 297,098 pairs across 59 cell lines. Task: Regression. Given two drug SMILES strings and cell line genomic features, predict the synergy score measuring deviation from expected non-interaction effect. (1) Drug 1: CN(CCCl)CCCl.Cl. Drug 2: C1=NNC2=C1C(=O)NC=N2. Cell line: DU-145. Synergy scores: CSS=5.10, Synergy_ZIP=0.359, Synergy_Bliss=-1.12, Synergy_Loewe=-17.0, Synergy_HSA=-4.26. (2) Drug 1: C#CCC(CC1=CN=C2C(=N1)C(=NC(=N2)N)N)C3=CC=C(C=C3)C(=O)NC(CCC(=O)O)C(=O)O. Drug 2: CCN(CC)CCCC(C)NC1=C2C=C(C=CC2=NC3=C1C=CC(=C3)Cl)OC. Cell line: SR. Synergy scores: CSS=29.6, Synergy_ZIP=-3.25, Synergy_Bliss=1.57, Synergy_Loewe=-11.1, Synergy_HSA=-0.917. (3) Drug 1: C1=NNC2=C1C(=O)NC=N2. Drug 2: C1C(C(OC1N2C=NC3=C2NC=NCC3O)CO)O. Cell line: MOLT-4. Synergy scores: CSS=9.92, Synergy_ZIP=-5.63, Synergy_Bliss=-6.54, Synergy_Loewe=-3.28, Synergy_HSA=-3.20.